From a dataset of HIV replication inhibition screening data with 41,000+ compounds from the AIDS Antiviral Screen. Binary Classification. Given a drug SMILES string, predict its activity (active/inactive) in a high-throughput screening assay against a specified biological target. (1) The result is 0 (inactive). The molecule is O=Nc1c2n[nH]c1CCCCCCCCC2. (2) The drug is Cc1ccc(C2=CC(=Cc3ccc(N(CCC#N)CCC#N)cc3)C(=O)O2)cc1C. The result is 0 (inactive). (3) The compound is CCC(C=CC1OC(=O)C=CC1C)=CC(C)CC=CC(C)=CC(CO)C(=O)C(C)C(O)C(C)CC(C)=CC(=O)O. The result is 0 (inactive). (4) The drug is CC1c2c(n(C3OC(CO)C(O)C3O)c(=O)[nH]c2=O)OC1c1ccccc1. The result is 0 (inactive). (5) The compound is COc1ccc2c3c1OC1CC(O)C=CC31CCN(C)C2. The result is 0 (inactive).